This data is from Forward reaction prediction with 1.9M reactions from USPTO patents (1976-2016). The task is: Predict the product of the given reaction. (1) The product is: [CH3:30][C:28]1([CH3:31])[C:27]([CH3:3])([OH:32])[C:26]2[C:33]([CH3:34])=[C:22]([N:19]3[CH2:18][CH2:17][N:16]([C:13]4[CH:12]=[CH:11][C:10]([O:9][CH3:8])=[CH:15][CH:14]=4)[CH2:21][CH2:20]3)[C:23]([CH3:36])=[C:24]([CH3:35])[C:25]=2[O:29]1. Given the reactants C[Li].[CH2:3](OCC)C.[CH3:8][O:9][C:10]1[CH:15]=[CH:14][C:13]([N:16]2[CH2:21][CH2:20][N:19]([C:22]3[C:23]([CH3:36])=[C:24]([CH3:35])[C:25]4[O:29][C:28]([CH3:31])([CH3:30])[C:27](=[O:32])[C:26]=4[C:33]=3[CH3:34])[CH2:18][CH2:17]2)=[CH:12][CH:11]=1, predict the reaction product. (2) Given the reactants Cl.[CH3:2][N:3]1[C:11]2[C:6](=[CH:7][CH:8]=[CH:9][CH:10]=2)[CH:5]=[C:4]1[C:12]([NH:14][C@H:15]([C:20]([NH:22][C@H:23]1[CH2:27][CH2:26][CH2:25][C@H:24]1[C:28]([O:30][C:31]([CH3:34])([CH3:33])[CH3:32])=[O:29])=[O:21])[CH2:16][CH2:17][CH2:18][NH2:19])=[O:13].CN(C=O)C.[N+](C1C=CC(N[C:50](=[O:59])[O:51][CH2:52][CH:53]2[CH2:58][CH2:57][CH2:56][CH2:55][CH2:54]2)=CC=1)([O-])=O.C(N(CC)CC)C, predict the reaction product. The product is: [CH:53]1([CH2:52][O:51][C:50]([NH:19][CH2:18][CH2:17][CH2:16][C@@H:15]([C:20]([NH:22][C@H:23]2[CH2:27][CH2:26][CH2:25][C@H:24]2[C:28]([O:30][C:31]([CH3:34])([CH3:33])[CH3:32])=[O:29])=[O:21])[NH:14][C:12]([C:4]2[N:3]([CH3:2])[C:11]3[C:6]([CH:5]=2)=[CH:7][CH:8]=[CH:9][CH:10]=3)=[O:13])=[O:59])[CH2:58][CH2:57][CH2:56][CH2:55][CH2:54]1.